From a dataset of Reaction yield outcomes from USPTO patents with 853,638 reactions. Predict the reaction yield, written as a fraction of the theoretical maximum amount of product (1.0 means a 100% yield; for example, 0.34 means a 34% yield). (1) The reactants are Cl[C:2](Cl)([O:4]C(=O)OC(Cl)(Cl)Cl)Cl.[CH2:13]([O:20][NH:21][C@H:22]1[CH2:27][NH:26][C@H:25]([C:28]([O:30][CH2:31][CH3:32])=[O:29])[CH2:24][CH2:23]1)[C:14]1[CH:19]=[CH:18][CH:17]=[CH:16][CH:15]=1.CCN(C(C)C)C(C)C. The catalyst is C(Cl)Cl. The product is [CH2:13]([O:20][N:21]1[C:2](=[O:4])[N:26]2[CH2:27][C@H:22]1[CH2:23][CH2:24][C@H:25]2[C:28]([O:30][CH2:31][CH3:32])=[O:29])[C:14]1[CH:15]=[CH:16][CH:17]=[CH:18][CH:19]=1. The yield is 0.500. (2) The reactants are O[CH2:2][C:3]1[C:4]([C:16]2[CH:21]=[CH:20][C:19]([O:22][CH2:23][O:24][CH3:25])=[CH:18][C:17]=2[O:26][CH3:27])=[CH:5][CH:6]=[C:7]2[C:12]=1[NH:11][C:10](=[O:13])[C:9]([CH3:15])([CH3:14])[NH:8]2.C(N(CC)CC)C.CS([Cl:39])(=O)=O. The catalyst is ClCCl. The product is [Cl:39][CH2:2][C:3]1[C:4]([C:16]2[CH:21]=[CH:20][C:19]([O:22][CH2:23][O:24][CH3:25])=[CH:18][C:17]=2[O:26][CH3:27])=[CH:5][CH:6]=[C:7]2[C:12]=1[NH:11][C:10](=[O:13])[C:9]([CH3:15])([CH3:14])[NH:8]2. The yield is 0.460. (3) The reactants are [Cl:1][C:2]1[CH:10]=[C:9]2[C:5]([C:6]([C:12]3[N:13]=[C:14]4[C:20]([C:21]([OH:23])=O)=[CH:19][N:18]([CH2:24][O:25][CH2:26][CH2:27][Si:28]([CH3:31])([CH3:30])[CH3:29])[C:15]4=[N:16][CH:17]=3)=[N:7][N:8]2[CH3:11])=[CH:4][CH:3]=1.[NH2:32][CH:33]([CH2:36][OH:37])[CH2:34][OH:35].CN(C(ON1N=NC2C=CC=CC1=2)=[N+](C)C)C.F[P-](F)(F)(F)(F)F.C1C=CC2N(O)N=NC=2C=1.C(N(CC)C(C)C)(C)C. The catalyst is CN(C=O)C. The product is [OH:35][CH2:34][CH:33]([NH:32][C:21]([C:20]1[C:14]2[C:15](=[N:16][CH:17]=[C:12]([C:6]3[C:5]4[C:9](=[CH:10][C:2]([Cl:1])=[CH:3][CH:4]=4)[N:8]([CH3:11])[N:7]=3)[N:13]=2)[N:18]([CH2:24][O:25][CH2:26][CH2:27][Si:28]([CH3:31])([CH3:29])[CH3:30])[CH:19]=1)=[O:23])[CH2:36][OH:37]. The yield is 0.680. (4) The reactants are [C:1]([O:4][CH2:5][CH2:6][CH:7](Br)[C:8]1[CH:13]=[C:12]([Br:14])[CH:11]=[CH:10][C:9]=1[S:15](=[O:22])(=[O:21])[NH:16][C:17]([CH3:20])([CH3:19])[CH3:18])(=[O:3])[CH3:2].C([O-])([O-])=O.[K+].[K+]. The catalyst is CC#N. The product is [C:1]([O:4][CH2:5][CH2:6][CH:7]1[C:8]2[CH:13]=[C:12]([Br:14])[CH:11]=[CH:10][C:9]=2[S:15](=[O:22])(=[O:21])[N:16]1[C:17]([CH3:20])([CH3:19])[CH3:18])(=[O:3])[CH3:2]. The yield is 0.420. (5) The reactants are [C:1]([N:8]1[CH2:13][CH2:12][CH2:11][C@H:10]([OH:14])[CH2:9]1)([O:3][C:4]([CH3:7])([CH3:6])[CH3:5])=[O:2].CCN(CC)CC.[CH3:22][S:23](Cl)(=[O:25])=[O:24]. The product is [C:4]([O:3][C:1]([N:8]1[CH2:13][CH2:12][CH2:11][C@H:10]([O:14][S:23]([CH3:22])(=[O:25])=[O:24])[CH2:9]1)=[O:2])([CH3:7])([CH3:6])[CH3:5]. The catalyst is C(Cl)Cl. The yield is 0.890.